The task is: Predict the reactants needed to synthesize the given product.. This data is from Full USPTO retrosynthesis dataset with 1.9M reactions from patents (1976-2016). The reactants are: [Br:1][C:2]1[CH:3]=[CH:4][C:5]([O:10][C:11]2[CH:16]=[C:15]([CH3:17])[N:14]=[C:13]([CH3:18])[CH:12]=2)=[C:6]([CH:9]=1)[CH:7]=O.[CH3:19][Si:20]([CH3:27])([CH3:26])N[Si:20]([CH3:27])([CH3:26])[CH3:19].C([Li])CCC.C[Si](Cl)(C)C.[CH2:38]([N:40](CC)CC)[CH3:39].C(Cl)(=[O:47])C. Given the product [Br:1][C:2]1[CH:3]=[CH:4][C:5]([O:10][C:11]2[CH:16]=[C:15]([CH3:17])[N:14]=[C:13]([CH3:18])[CH:12]=2)=[C:6]([CH:7]=[N:40][C:38]([O:47][Si:20]([CH3:27])([CH3:26])[CH3:19])=[CH2:39])[CH:9]=1, predict the reactants needed to synthesize it.